This data is from Full USPTO retrosynthesis dataset with 1.9M reactions from patents (1976-2016). The task is: Predict the reactants needed to synthesize the given product. (1) Given the product [CH3:29][O:28][C:25]1[CH:26]=[CH:27][C:22]([N:19]2[CH2:18][CH2:17][N:16]([C:6]3[C:7]([C:9]4[CH:10]=[CH:11][C:12]([O:15][CH2:38][C:37]([F:41])([F:40])[F:36])=[CH:13][CH:14]=4)=[N:8][C:3]([O:2][CH3:1])=[CH:4][CH:5]=3)[CH2:21][CH2:20]2)=[CH:23][CH:24]=1, predict the reactants needed to synthesize it. The reactants are: [CH3:1][O:2][C:3]1[N:8]=[C:7]([C:9]2[CH:14]=[CH:13][C:12]([OH:15])=[CH:11][CH:10]=2)[C:6]([N:16]2[CH2:21][CH2:20][N:19]([C:22]3[CH:27]=[CH:26][C:25]([O:28][CH3:29])=[CH:24][CH:23]=3)[CH2:18][CH2:17]2)=[CH:5][CH:4]=1.C(=O)([O-])[O-].[K+].[K+].[F:36][C:37]([F:41])([F:40])[CH2:38]I.O. (2) Given the product [Cl:1][C:2]1[CH:3]=[CH:4][C:5]([F:16])=[C:6]([C:8]2[O:12][N:11]=[C:10]([CH:13]([O:15][S:25]([CH3:24])(=[O:27])=[O:26])[CH3:14])[CH:9]=2)[CH:7]=1, predict the reactants needed to synthesize it. The reactants are: [Cl:1][C:2]1[CH:3]=[CH:4][C:5]([F:16])=[C:6]([C:8]2[O:12][N:11]=[C:10]([CH:13]([OH:15])[CH3:14])[CH:9]=2)[CH:7]=1.C(N(CC)CC)C.[CH3:24][S:25](Cl)(=[O:27])=[O:26].